From a dataset of Forward reaction prediction with 1.9M reactions from USPTO patents (1976-2016). Predict the product of the given reaction. (1) Given the reactants [CH3:1][O:2][C:3]1[CH:4]=[C:5]2[C:10](=[CH:11][C:12]=1[O:13][CH3:14])[C:9]([CH2:15][CH2:16][CH3:17])=[N:8][C:7]([OH:18])=[CH:6]2.Cl.Cl[CH2:21][C:22]1[C:23]([NH:37][CH2:38][CH2:39][NH:40][C:41](=[O:43])[CH3:42])=[N:24][C:25]2[C:30]([CH:31]=1)=[CH:29][C:28]([O:32][CH2:33][CH:34]1[CH2:36][CH2:35]1)=[CH:27][CH:26]=2.[Li+].[OH-], predict the reaction product. The product is: [CH:34]1([CH2:33][O:32][C:28]2[CH:29]=[C:30]3[C:25](=[CH:26][CH:27]=2)[N:24]=[C:23]([NH:37][CH2:38][CH2:39][NH:40][C:41](=[O:43])[CH3:42])[C:22]([CH2:21][C:6]2[C:5]4[C:10](=[CH:11][C:12]([O:13][CH3:14])=[C:3]([O:2][CH3:1])[CH:4]=4)[C:9]([CH2:15][CH2:16][CH3:17])=[N:8][C:7]=2[OH:18])=[CH:31]3)[CH2:35][CH2:36]1. (2) Given the reactants F[C:2]1[CH:7]=[CH:6][C:5]([C:8]2[N:13]=[C:12]([C:14]#[N:15])[CH:11]=[CH:10][C:9]=2[CH3:16])=[CH:4][CH:3]=1.ClC1C=CC=C(C(OO)=[O:25])C=1.S([O-])([O-])(=O)=S.[Na+].[Na+], predict the reaction product. The product is: [CH3:16][C:9]1[C:8]([C:5]2[CH:6]=[CH:7][CH:2]=[CH:3][CH:4]=2)=[N+:13]([O-:25])[C:12]([C:14]#[N:15])=[CH:11][CH:10]=1. (3) Given the reactants [CH2:1]([O:3][C:4]([C:6]1[CH:15]=[CH:14][C:9]2[N:10]=[C:11]([NH2:13])[S:12][C:8]=2[CH:7]=1)=[O:5])[CH3:2].C(N(C(C)C)CC)(C)C.[C:25]1([CH3:34])[CH:30]=[CH:29][C:28]([C:31](Cl)=[O:32])=[CH:27][CH:26]=1.CN(C1C=CC=CN=1)C.Cl, predict the reaction product. The product is: [CH3:34][C:25]1[CH:30]=[CH:29][C:28]([C:31]([NH:13][C:11]2[S:12][C:8]3[CH:7]=[C:6]([C:4]([O:3][CH2:1][CH3:2])=[O:5])[CH:15]=[CH:14][C:9]=3[N:10]=2)=[O:32])=[CH:27][CH:26]=1. (4) Given the reactants [NH2:1][C:2]1[C:3]2[N:4]([C:8]([CH:12]3[CH2:17][CH2:16][CH:15]([CH2:18][OH:19])[CH2:14][CH2:13]3)=[N:9][C:10]=2I)[CH:5]=[CH:6][N:7]=1.[CH3:20][C:21]1[C:30]2[C:25](=[CH:26][C:27](B3OC(C)(C)C(C)(C)O3)=[CH:28][CH:29]=2)[N:24]=[C:23]([C:40]2[CH:45]=[CH:44][CH:43]=[CH:42][CH:41]=2)[CH:22]=1.C(=O)([O-])[O-].[Cs+].[Cs+], predict the reaction product. The product is: [NH2:1][C:2]1[C:3]2[N:4]([C:8]([C@H:12]3[CH2:17][CH2:16][C@H:15]([CH2:18][OH:19])[CH2:14][CH2:13]3)=[N:9][C:10]=2[C:27]2[CH:26]=[C:25]3[C:30]([C:21]([CH3:20])=[CH:22][C:23]([C:40]4[CH:45]=[CH:44][CH:43]=[CH:42][CH:41]=4)=[N:24]3)=[CH:29][CH:28]=2)[CH:5]=[CH:6][N:7]=1. (5) Given the reactants C([O:8][C:9]1[CH:14]=[C:13](/[CH:15]=[CH:16]/[CH2:17][C:18]2[CH:23]=[CH:22][C:21]([O:24][S:25]([CH2:28][CH2:29][CH2:30][CH3:31])(=[O:27])=[O:26])=[C:20]([O:32][CH3:33])[CH:19]=2)[CH:12]=[CH:11][C:10]=1/[CH:34]=[CH:35]/[C:36]([O:38][CH3:39])=[O:37])C1C=CC=CC=1.[H][H], predict the reaction product. The product is: [CH2:28]([S:25]([O:24][C:21]1[CH:22]=[CH:23][C:18]([CH2:17][CH2:16][CH2:15][C:13]2[CH:12]=[CH:11][C:10]([CH2:34][CH2:35][C:36]([O:38][CH3:39])=[O:37])=[C:9]([OH:8])[CH:14]=2)=[CH:19][C:20]=1[O:32][CH3:33])(=[O:27])=[O:26])[CH2:29][CH2:30][CH3:31]. (6) The product is: [Br:10][C:11]1[C:12]([N:27]2[CH2:31][CH2:30][CH:29]([CH:32]3[CH2:34][CH2:33]3)[CH2:28]2)=[C:13]([C@H:19]([OH:26])[C:20]([O:22][CH:23]([CH3:25])[CH3:24])=[O:21])[C:14]([CH3:18])=[N:15][C:16]=1[CH3:17]. Given the reactants O1C2C=CC=CC=2OB1.[Br:10][C:11]1[C:12]([N:27]2[CH2:31][CH2:30][CH:29]([CH:32]3[CH2:34][CH2:33]3)[CH2:28]2)=[C:13]([C:19](=[O:26])[C:20]([O:22][CH:23]([CH3:25])[CH3:24])=[O:21])[C:14]([CH3:18])=[N:15][C:16]=1[CH3:17].CB1N2CCC[C@@H]2C(C2C=CC=CC=2)(C2C=CC=CC=2)O1, predict the reaction product. (7) The product is: [CH2:1]([O:3][C:4]([C:6]1[O:7][C:8]2[CH:15]=[CH:14][CH:13]=[C:12]([NH:16][S:19]([CH2:17][CH3:18])(=[O:21])=[O:20])[C:9]=2[C:10]=1[CH3:11])=[O:5])[CH3:2]. Given the reactants [CH2:1]([O:3][C:4]([C:6]1[O:7][C:8]2[CH:15]=[CH:14][CH:13]=[C:12]([NH2:16])[C:9]=2[C:10]=1[CH3:11])=[O:5])[CH3:2].[CH2:17]([S:19](Cl)(=[O:21])=[O:20])[CH3:18].N1C=CC=CC=1, predict the reaction product. (8) Given the reactants [Br:1][C:2]1[CH:3]=[CH:4][CH:5]=[C:6]2[C:11]=1[N:10]=[C:9]([OH:12])[CH:8]=[C:7]2[OH:13].[N+:14]([O-])([OH:16])=[O:15], predict the reaction product. The product is: [Br:1][C:2]1[CH:3]=[CH:4][CH:5]=[C:6]2[C:11]=1[N:10]=[C:9]([OH:12])[C:8]([N+:14]([O-:16])=[O:15])=[C:7]2[OH:13].